From a dataset of Catalyst prediction with 721,799 reactions and 888 catalyst types from USPTO. Predict which catalyst facilitates the given reaction. (1) Reactant: FC(F)(F)C(O)=O.[CH3:8][O:9][N:10]=[CH:11][C:12]1[C:13]([NH2:25])=[N:14][CH:15]=[N:16][C:17]=1[N:18]1[CH2:23][CH2:22][CH:21]([NH2:24])[CH2:20][CH2:19]1.[CH:26]([C:29]1[CH:34]=[CH:33][C:32]([CH2:35][C:36](O)=[O:37])=[CH:31][CH:30]=1)([CH3:28])[CH3:27].C1C=CC2N(O)N=NC=2C=1.CN(C(ON1N=NC2C=CC=CC1=2)=[N+](C)C)C.F[P-](F)(F)(F)(F)F.CCN(C(C)C)C(C)C. The catalyst class is: 1. Product: [NH2:25][C:13]1[N:14]=[CH:15][N:16]=[C:17]([N:18]2[CH2:23][CH2:22][CH:21]([NH:24][C:36](=[O:37])[CH2:35][C:32]3[CH:33]=[CH:34][C:29]([CH:26]([CH3:27])[CH3:28])=[CH:30][CH:31]=3)[CH2:20][CH2:19]2)[C:12]=1[CH:11]=[N:10][O:9][CH3:8]. (2) Reactant: S(Cl)([Cl:3])=O.CN(C)C=O.[Br:10][C:11]1[CH:20]=[C:19]2[C:14]([N:15]=[CH:16][C:17](=O)[NH:18]2)=[CH:13][CH:12]=1. Product: [Br:10][C:11]1[CH:20]=[C:19]2[C:14]([N:15]=[CH:16][C:17]([Cl:3])=[N:18]2)=[CH:13][CH:12]=1. The catalyst class is: 11. (3) Reactant: [Cl:1][C:2]1[CH:7]=[CH:6][CH:5]=[C:4]([F:8])[C:3]=1[C:9](Cl)=[N:10][NH:11][C:12]1[CH:17]=[CH:16][C:15]([I:18])=[CH:14][CH:13]=1.[NH3:20]. The catalyst class is: 1. Product: [Cl:1][C:2]1[CH:7]=[CH:6][CH:5]=[C:4]([F:8])[C:3]=1[C:9](=[N:10][NH:11][C:12]1[CH:17]=[CH:16][C:15]([I:18])=[CH:14][CH:13]=1)[NH2:20]. (4) Reactant: [C-]#N.[Na+].[C:4](=[O:7])([O-])[O-].[NH4+:8].[NH4+:9].[C:10]1(=O)[CH2:13][CH2:12][CH2:11]1.Cl.[CH2:16]([OH:18])C.O. Product: [CH2:11]1[C:10]2([C:16](=[O:18])[NH:9][C:4](=[O:7])[NH:8]2)[CH2:13][CH2:12]1. The catalyst class is: 97. (5) Reactant: Cl[C:2]1[CH:7]=[CH:6][N:5]=[CH:4][C:3]=1[I:8].[S:9]1[CH:13]=[CH:12][C:11]([CH2:14][CH2:15][OH:16])=[CH:10]1.O1CCCC1.CN(C)C=O.[H-].[Na+]. Product: [I:8][C:3]1[CH:4]=[N:5][CH:6]=[CH:7][C:2]=1[O:16][CH2:15][CH2:14][C:11]1[CH:12]=[CH:13][S:9][CH:10]=1. The catalyst class is: 6. (6) Reactant: [C:1]([O-:13])(=[O:12])[CH2:2][C:3]([CH2:8][C:9]([O-:11])=[O:10])([C:5]([O-:7])=[O:6])[OH:4].[CH3:14][N:15]([CH3:44])[C:16]1([C:38]2[CH:43]=[CH:42][CH:41]=[CH:40][CH:39]=2)[CH2:21][CH2:20][CH:19]([NH:22][C:23]([NH:25][CH:26]([CH3:37])[CH2:27][C:28]2[C:36]3[C:31](=[CH:32][CH:33]=[CH:34][CH:35]=3)[NH:30][CH:29]=2)=[S:24])[CH2:18][CH2:17]1.C(O)(=O)CC(CC(O)=O)(C(O)=O)O. Product: [C:1]([OH:13])(=[O:12])[CH2:2][C:3]([CH2:8][C:9]([OH:11])=[O:10])([C:5]([OH:7])=[O:6])[OH:4].[CH3:44][N:15]([CH3:14])[C:16]1([C:38]2[CH:43]=[CH:42][CH:41]=[CH:40][CH:39]=2)[CH2:17][CH2:18][CH:19]([NH:22][C:23]([NH:25][CH:26]([CH3:37])[CH2:27][C:28]2[C:36]3[C:31](=[CH:32][CH:33]=[CH:34][CH:35]=3)[NH:30][CH:29]=2)=[S:24])[CH2:20][CH2:21]1. The catalyst class is: 8.